From a dataset of Full USPTO retrosynthesis dataset with 1.9M reactions from patents (1976-2016). Predict the reactants needed to synthesize the given product. Given the product [Cl:20][C:13]1[S:18][C:2]2[CH:8]=[C:7]([C:9]([F:12])([F:11])[F:10])[CH:6]=[CH:5][C:3]=2[N:4]=1, predict the reactants needed to synthesize it. The reactants are: Cl[C:2]1[CH:8]=[C:7]([C:9]([F:12])([F:11])[F:10])[CH:6]=[CH:5][C:3]=1[NH2:4].[C:13](=[S:18])(OCC)[S-].[K+].[ClH:20].